This data is from Full USPTO retrosynthesis dataset with 1.9M reactions from patents (1976-2016). The task is: Predict the reactants needed to synthesize the given product. (1) Given the product [NH2:23][C:24]1[CH:29]=[CH:28][C:27]([O:30][C:2]2[CH:7]=[C:6]([O:43][C:42]3[CH:45]=[CH:44][C:39]([NH2:38])=[CH:40][CH:41]=3)[CH:5]=[CH:4][C:3]=2[P:9](=[O:22])([C:16]2[CH:21]=[CH:20][CH:19]=[CH:18][CH:17]=2)[C:10]2[CH:15]=[CH:14][CH:13]=[CH:12][CH:11]=2)=[CH:26][CH:25]=1, predict the reactants needed to synthesize it. The reactants are: F[C:2]1[CH:7]=[C:6](F)[CH:5]=[CH:4][C:3]=1[P:9](=[O:22])([C:16]1[CH:21]=[CH:20][CH:19]=[CH:18][CH:17]=1)[C:10]1[CH:15]=[CH:14][CH:13]=[CH:12][CH:11]=1.[NH2:23][C:24]1[CH:29]=[CH:28][C:27]([OH:30])=[CH:26][CH:25]=1.C(=O)([O-])[O-].[K+].[K+].C[N:38]1[C:42](=[O:43])[CH2:41][CH2:40][CH2:39]1.[C:44]1(C)C=CC=C[CH:45]=1. (2) Given the product [OH:49][CH2:48][C:39]([N:37]1[C@H:36]([CH3:46])[CH2:35][C@@H:34]([O:33][C:2]2[CH:9]=[CH:8][C:7]([C:10]3[N:15]=[C:14]([NH:16][C:17]4[CH:22]=[CH:21][C:20]([N:23]5[CH2:28][CH2:27][N:26]([CH:29]6[CH2:32][O:31][CH2:30]6)[CH2:25][CH2:24]5)=[CH:19][CH:18]=4)[N:13]=[CH:12][N:11]=3)=[CH:6][C:3]=2[C:4]#[N:5])[CH2:38]1)=[O:41], predict the reactants needed to synthesize it. The reactants are: F[C:2]1[CH:9]=[CH:8][C:7]([C:10]2[N:15]=[C:14]([NH:16][C:17]3[CH:22]=[CH:21][C:20]([N:23]4[CH2:28][CH2:27][N:26]([CH:29]5[CH2:32][O:31][CH2:30]5)[CH2:25][CH2:24]4)=[CH:19][CH:18]=3)[N:13]=[CH:12][N:11]=2)=[CH:6][C:3]=1[C:4]#[N:5].[OH:33][C@H:34]1[CH2:38][N:37]([C:39]([O:41]C(C)(C)C)=O)[C@H:36]([CH3:46])[CH2:35]1.C(O)(=O)[CH2:48][OH:49].